Dataset: Full USPTO retrosynthesis dataset with 1.9M reactions from patents (1976-2016). Task: Predict the reactants needed to synthesize the given product. (1) Given the product [Cl:11][C:12]1[CH:13]=[C:14]2[C:18](=[CH:19][CH:20]=1)[NH:17][C:16](=[O:21])[C:15]2([C:23]1[CH:28]=[CH:27][C:26]([O:29][CH3:30])=[CH:25][C:24]=1[O:31][CH3:32])[N:42]1[CH2:43][CH2:44][N:39]([C:36]2[CH:37]=[CH:38][N:33]=[CH:34][CH:35]=2)[CH2:40][CH2:41]1, predict the reactants needed to synthesize it. The reactants are: N1C=CC=CC=1.S(Cl)(Cl)=O.[Cl:11][C:12]1[CH:13]=[C:14]2[C:18](=[CH:19][CH:20]=1)[NH:17][C:16](=[O:21])[C:15]2([C:23]1[CH:28]=[CH:27][C:26]([O:29][CH3:30])=[CH:25][C:24]=1[O:31][CH3:32])O.[N:33]1[CH:38]=[CH:37][C:36]([N:39]2[CH2:44][CH2:43][NH:42][CH2:41][CH2:40]2)=[CH:35][CH:34]=1.ClC1C2C(=CC=CC=2)NC1=O. (2) Given the product [C:1]([C:5]1[CH:6]=[CH:7][C:8]([C:9]([N:11]=[C:12]([NH:13][C:14]2[CH:19]=[C:18]([CH3:20])[CH:17]=[CH:16][C:15]=2[Cl:21])[S:22][CH2:32][CH3:33])=[O:10])=[CH:23][CH:24]=1)([CH3:4])([CH3:2])[CH3:3], predict the reactants needed to synthesize it. The reactants are: [C:1]([C:5]1[CH:24]=[CH:23][C:8]([C:9]([NH:11][C:12](=[S:22])[NH:13][C:14]2[CH:19]=[C:18]([CH3:20])[CH:17]=[CH:16][C:15]=2[Cl:21])=[O:10])=[CH:7][CH:6]=1)([CH3:4])([CH3:3])[CH3:2].C(=O)([O-])[O-].[K+].[K+].I[CH2:32][CH3:33]. (3) Given the product [CH3:1][O:2][C:3]([C:5]1[C:10]([CH2:11][CH3:12])=[C:9]([NH2:13])[N:8]=[C:7]([C:14]2[CH:19]=[CH:18][C:17]([Cl:20])=[C:16]([O:21][CH3:22])[C:15]=2[F:23])[N:6]=1)=[O:4], predict the reactants needed to synthesize it. The reactants are: [CH3:1][O:2][C:3]([C:5]1[C:10]([CH:11]=[CH2:12])=[C:9]([NH2:13])[N:8]=[C:7]([C:14]2[CH:19]=[CH:18][C:17]([Cl:20])=[C:16]([O:21][CH3:22])[C:15]=2[F:23])[N:6]=1)=[O:4]. (4) Given the product [CH2:18]([NH:24][C:25](=[O:26])[O:17][C:13]1[CH:12]=[C:11]2[C:16](=[CH:15][CH:14]=1)[N:8]([CH2:1][C:2]1[CH:3]=[CH:4][CH:5]=[CH:6][CH:7]=1)[CH2:9][CH2:10]2)[C:19]1[O:23][CH:22]=[CH:21][CH:20]=1, predict the reactants needed to synthesize it. The reactants are: [CH2:1]([N:8]1[C:16]2[C:11](=[CH:12][C:13]([OH:17])=[CH:14][CH:15]=2)[CH2:10][CH2:9]1)[C:2]1[CH:7]=[CH:6][CH:5]=[CH:4][CH:3]=1.[CH2:18]([N:24]=[C:25]=[O:26])[C:19]1[O:23][CH:22]=[CH:21][CH:20]=1. (5) Given the product [CH2:1]([O:8][C:9]1[C:17]2[N:16]=[C:15]([CH3:18])[N:14]([CH2:28][O:29][CH2:30][CH2:31][Si:32]([CH3:35])([CH3:34])[CH3:33])[C:13]=2[CH:12]=[C:11]([Br:19])[CH:10]=1)[C:2]1[CH:3]=[CH:4][CH:5]=[CH:6][CH:7]=1, predict the reactants needed to synthesize it. The reactants are: [CH2:1]([O:8][C:9]1[C:17]2[N:16]=[C:15]([CH3:18])[NH:14][C:13]=2[CH:12]=[C:11]([Br:19])[CH:10]=1)[C:2]1[CH:7]=[CH:6][CH:5]=[CH:4][CH:3]=1.C(N(CC)CC)C.Cl[CH2:28][O:29][CH2:30][CH2:31][Si:32]([CH3:35])([CH3:34])[CH3:33].O. (6) Given the product [CH3:28][N:4]1[C:3]([CH2:2][NH:37][CH:35]([C:29]2[CH:34]=[CH:33][CH:32]=[CH:31][CH:30]=2)[CH3:36])=[N:11][C:10]2[C:5]1=[N:6][C:7]([N:18]1[C:22]3[CH:23]=[CH:24][CH:25]=[CH:26][C:21]=3[N:20]=[C:19]1[CH3:27])=[N:8][C:9]=2[N:12]1[CH2:17][CH2:16][O:15][CH2:14][CH2:13]1, predict the reactants needed to synthesize it. The reactants are: Br[CH2:2][C:3]1[N:4]([CH3:28])[C:5]2[C:10]([N:11]=1)=[C:9]([N:12]1[CH2:17][CH2:16][O:15][CH2:14][CH2:13]1)[N:8]=[C:7]([N:18]1[C:22]3[CH:23]=[CH:24][CH:25]=[CH:26][C:21]=3[N:20]=[C:19]1[CH3:27])[N:6]=2.[C:29]1([CH:35]([NH2:37])[CH3:36])[CH:34]=[CH:33][CH:32]=[CH:31][CH:30]=1. (7) Given the product [C:1]([O:5][C:6]([N:8]1[CH2:13][CH2:12][CH:11]([N:14]2[C:18]3=[N:19][CH:20]=[N:21][C:22]([O:32][C:28]4[C:29]([CH3:31])=[N:30][C:25]([Cl:24])=[CH:26][CH:27]=4)=[C:17]3[CH:16]=[N:15]2)[CH2:10][CH2:9]1)=[O:7])([CH3:3])([CH3:4])[CH3:2], predict the reactants needed to synthesize it. The reactants are: [C:1]([O:5][C:6]([N:8]1[CH2:13][CH2:12][CH:11]([N:14]2[C:18]3=[N:19][CH:20]=[N:21][C:22](Cl)=[C:17]3[CH:16]=[N:15]2)[CH2:10][CH2:9]1)=[O:7])([CH3:4])([CH3:3])[CH3:2].[Cl:24][C:25]1[N:30]=[C:29]([CH3:31])[C:28]([OH:32])=[CH:27][CH:26]=1. (8) The reactants are: C([Li])(C)(C)C.CCCCC.[C:11]([O:15][C:16]([N:18]1[C:26]2[C:21](=[CH:22][C:23]([O:27][Si:28]([C:31]([CH3:34])([CH3:33])[CH3:32])([CH3:30])[CH3:29])=[CH:24][CH:25]=2)[CH:20]=[CH:19]1)=[O:17])([CH3:14])([CH3:13])[CH3:12].C[O:36][B:37](OC)[O:38]C.S([O-])(O)(=O)=O.[K+]. Given the product [C:11]([O:15][C:16]([N:18]1[C:26]2[C:21](=[CH:22][C:23]([O:27][Si:28]([C:31]([CH3:34])([CH3:33])[CH3:32])([CH3:29])[CH3:30])=[CH:24][CH:25]=2)[CH:20]=[C:19]1[B:37]([OH:38])[OH:36])=[O:17])([CH3:14])([CH3:13])[CH3:12], predict the reactants needed to synthesize it. (9) Given the product [Cl:1][C:2]1[CH:3]=[CH:4][C:5]2[NH:11][C:10](=[N:39][NH2:40])[C@@H:9]([CH2:13][C:14]3[O:15][C:16]([CH2:20][CH2:21][C:22]([O:24][CH2:25][CH3:26])=[O:23])=[C:17]([CH3:19])[N:18]=3)[O:8][C@H:7]([C:27]3[CH:32]=[CH:31][CH:30]=[C:29]([O:33][CH3:34])[C:28]=3[O:35][CH3:36])[C:6]=2[CH:37]=1, predict the reactants needed to synthesize it. The reactants are: [Cl:1][C:2]1[CH:3]=[CH:4][C:5]2[NH:11][C:10](=S)[C@@H:9]([CH2:13][C:14]3[O:15][C:16]([CH2:20][CH2:21][C:22]([O:24][CH2:25][CH3:26])=[O:23])=[C:17]([CH3:19])[N:18]=3)[O:8][C@H:7]([C:27]3[CH:32]=[CH:31][CH:30]=[C:29]([O:33][CH3:34])[C:28]=3[O:35][CH3:36])[C:6]=2[CH:37]=1.O.[NH2:39][NH2:40].FC(F)(F)C(OC(=O)C(F)(F)F)=O.FC(F)(F)C(O)=O. (10) Given the product [F:25][C:23]1[CH:22]=[C:21]([F:26])[CH:20]=[C:19]2[C:24]=1[C:15]([NH:14][C:4]1[CH:3]=[C:2]([N:34]3[CH2:39][CH2:38][CH:37]([C:40]#[N:41])[CH2:36][CH2:35]3)[CH:7]=[N:6][C:5]=1[N:8]1[CH2:13][CH2:12][O:11][CH2:10][CH2:9]1)=[C:16]([CH3:33])[C:17]([C:27]1[CH:32]=[CH:31][CH:30]=[CH:29][N:28]=1)=[N:18]2, predict the reactants needed to synthesize it. The reactants are: Br[C:2]1[CH:3]=[C:4]([NH:14][C:15]2[C:24]3[C:19](=[CH:20][C:21]([F:26])=[CH:22][C:23]=3[F:25])[N:18]=[C:17]([C:27]3[CH:32]=[CH:31][CH:30]=[CH:29][N:28]=3)[C:16]=2[CH3:33])[C:5]([N:8]2[CH2:13][CH2:12][O:11][CH2:10][CH2:9]2)=[N:6][CH:7]=1.[NH:34]1[CH2:39][CH2:38][CH:37]([C:40]#[N:41])[CH2:36][CH2:35]1.C1(P(C2CCCCC2)C2(C(C)C)CC(C(C)C)=CC(C(C)C)=C2C2C=CC=CC=2)CCCCC1.CC(C)([O-])C.[Na+].